Dataset: Blood-brain barrier permeability regression values from the B3DB database. Task: Regression/Classification. Given a drug SMILES string, predict its absorption, distribution, metabolism, or excretion properties. Task type varies by dataset: regression for continuous measurements (e.g., permeability, clearance, half-life) or binary classification for categorical outcomes (e.g., BBB penetration, CYP inhibition). For this dataset (b3db_regression), we predict Y. The molecule is CN1C=NC2=C1C(=O)N(C(=O)N2)C. The Y is 0.100 log(BB ratio).